From a dataset of Peptide-MHC class II binding affinity with 134,281 pairs from IEDB. Regression. Given a peptide amino acid sequence and an MHC pseudo amino acid sequence, predict their binding affinity value. This is MHC class II binding data. The peptide sequence is EKKPFAATQFEPLAA. The MHC is HLA-DQA10501-DQB10301 with pseudo-sequence HLA-DQA10501-DQB10301. The binding affinity (normalized) is 0.122.